This data is from Full USPTO retrosynthesis dataset with 1.9M reactions from patents (1976-2016). The task is: Predict the reactants needed to synthesize the given product. (1) The reactants are: [C:1]([O:5][C:6](=[O:30])[N:7]=[C:8]([NH:18][CH2:19][C:20]1[C:29]2[C:24](=[CH:25][CH:26]=[CH:27][CH:28]=2)[CH:23]=[CH:22][CH:21]=1)[NH:9][C:10]([N:12]1[CH2:17][CH2:16][NH:15][CH2:14][CH2:13]1)=[O:11])([CH3:4])([CH3:3])[CH3:2].[CH:31](=O)[C:32]1[CH:37]=[CH:36][CH:35]=[CH:34][CH:33]=1.C(O[BH-](OC(=O)C)OC(=O)C)(=O)C.[Na+]. Given the product [C:1]([O:5][C:6](=[O:30])[N:7]=[C:8]([NH:9][C:10]([N:12]1[CH2:13][CH2:14][N:15]([CH2:31][C:32]2[CH:37]=[CH:36][CH:35]=[CH:34][CH:33]=2)[CH2:16][CH2:17]1)=[O:11])[NH:18][CH2:19][C:20]1[C:29]2[C:24](=[CH:25][CH:26]=[CH:27][CH:28]=2)[CH:23]=[CH:22][CH:21]=1)([CH3:4])([CH3:2])[CH3:3], predict the reactants needed to synthesize it. (2) Given the product [C:12]([O-:15])(=[O:14])[CH3:13].[Zn+2:16].[C:17]([O-:20])(=[O:19])[CH3:18], predict the reactants needed to synthesize it. The reactants are: CC(C)=O.C(O)CO.C(O)C.[C:12]([O-:15])(=[O:14])[CH3:13].[Zn+2:16].[C:17]([O-:20])(=[O:19])[CH3:18].